This data is from Experimentally validated miRNA-target interactions with 360,000+ pairs, plus equal number of negative samples. The task is: Binary Classification. Given a miRNA mature sequence and a target amino acid sequence, predict their likelihood of interaction. The miRNA is hsa-miR-7152-5p with sequence UUUCCUGUCCUCCAACCAGACC. The protein sequence of the target gene is MAASVAPGVRTLWWAGAAWLRQGGIRELFRPRIEGSTPGRDFSLSHYQSTVIVERWWKVPLAGEGRKPHLHRRHRVYKLVEDTKHRPKDNLELILTQSVDEIGVRGDLVSVKKSVGRNKLLSQGLAVYASPENRKLFEEEKSLRREGKLEKIQTKAGEATVKFLRSCHLEVGMKNNVKWELNPEIVARHFFKNLGVVVAPHALRLPEEPITRWGEYWCDVTVNGLDTVRVPMSVVLFQKPKTKRYKHWLAQQAAKSVAPTNPQAV. Result: 0 (no interaction).